From a dataset of Full USPTO retrosynthesis dataset with 1.9M reactions from patents (1976-2016). Predict the reactants needed to synthesize the given product. (1) Given the product [C:25]([C:29]1[CH:30]=[C:31]([CH3:47])[CH:32]([C:34]([C:1]2[C:13]3[CH2:12][C:11]4[C:6](=[CH:7][CH:8]=[CH:9][CH:10]=4)[C:5]=3[CH:4]=[CH:3][CH:2]=2)([C:35]2[CH:36]=[CH:37][CH:38]=[CH:39][CH:40]=2)[C:41]2[CH:42]=[CH:43][CH:44]=[CH:45][CH:46]=2)[CH:33]=1)([CH3:26])([CH3:27])[CH3:28], predict the reactants needed to synthesize it. The reactants are: [CH:1]1[C:13]2[CH2:12][C:11]3[C:6](=[CH:7][CH:8]=[CH:9][CH:10]=3)[C:5]=2[CH:4]=[CH:3][CH:2]=1.C([Li])CCC.CCCCCC.[C:25]([C:29]1[CH:30]=[C:31]([CH3:47])[C:32](=[C:34]([C:41]2[CH:46]=[CH:45][CH:44]=[CH:43][CH:42]=2)[C:35]2[CH:40]=[CH:39][CH:38]=[CH:37][CH:36]=2)[CH:33]=1)([CH3:28])([CH3:27])[CH3:26].O. (2) Given the product [CH3:1][O:2][CH:3]([CH2:6][O:7][C:9]1[C:10]2[C:17]([C:18]3[CH:19]=[CH:20][C:21]([O:24][CH3:25])=[CH:22][CH:23]=3)=[C:16]([C:26]3[CH:27]=[CH:28][CH:29]=[CH:30][CH:31]=3)[O:15][C:11]=2[N:12]=[CH:13][N:14]=1)[CH2:4][OH:5], predict the reactants needed to synthesize it. The reactants are: [CH3:1][O:2][CH:3]([CH2:6][OH:7])[CH2:4][OH:5].Cl[C:9]1[C:10]2[C:17]([C:18]3[CH:23]=[CH:22][C:21]([O:24][CH3:25])=[CH:20][CH:19]=3)=[C:16]([C:26]3[CH:31]=[CH:30][CH:29]=[CH:28][CH:27]=3)[O:15][C:11]=2[N:12]=[CH:13][N:14]=1.C(O)(=O)CC(CC(O)=O)(C(O)=O)O. (3) Given the product [OH:6][C@H:5]([CH2:4][OH:3])[CH2:7][O:8][C:9]1[CH:14]=[CH:13][CH:12]=[CH:11][C:10]=1[C:15]1[CH:16]=[CH:17][C:18]2[N:19]([C:21]([C:25]([NH:29][C:30]3[CH:35]=[CH:34][CH:33]=[CH:32][N:31]=3)=[O:27])=[C:22]([CH3:24])[N:23]=2)[N:20]=1, predict the reactants needed to synthesize it. The reactants are: CC1(C)[O:6][C@@H:5]([CH2:7][O:8][C:9]2[CH:14]=[CH:13][CH:12]=[CH:11][C:10]=2[C:15]2[CH:16]=[CH:17][C:18]3[N:19]([C:21]([C:25]([OH:27])=O)=[C:22]([CH3:24])[N:23]=3)[N:20]=2)[CH2:4][O:3]1.[NH2:29][C:30]1[CH:35]=[CH:34][CH:33]=[CH:32][N:31]=1.CN(C(ON1N=NC2C=CC=NC1=2)=[N+](C)C)C.F[P-](F)(F)(F)(F)F.CCN(C(C)C)C(C)C.Cl. (4) Given the product [Cl:15][C:14]1[C:13]2[C:8](=[CH:9][CH:10]=[C:11]([C:34]([C:33]3[CH:32]=[N:31][C:30]([Cl:29])=[CH:38][CH:37]=3)=[O:35])[CH:12]=2)[N:7]([C:17]2[CH:22]=[CH:21][C:20]([O:23][CH:24]3[CH2:25][CH2:26][CH2:27][CH2:28]3)=[CH:19][CH:18]=2)[C:6]=1[C:4]([OH:3])=[O:5], predict the reactants needed to synthesize it. The reactants are: C([O:3][C:4]([C:6]1[N:7]([C:17]2[CH:22]=[CH:21][C:20]([O:23][CH:24]3[CH2:28][CH2:27][CH2:26][CH2:25]3)=[CH:19][CH:18]=2)[C:8]2[C:13]([C:14]=1[Cl:15])=[CH:12][C:11](I)=[CH:10][CH:9]=2)=[O:5])C.[Cl:29][C:30]1[CH:38]=[CH:37][C:33]([C:34](Cl)=[O:35])=[CH:32][N:31]=1. (5) Given the product [N:17]1[CH:22]=[CH:21][CH:20]=[CH:19][C:18]=1[C:23]1[N:27]=[C:3]([CH2:4][NH:5][C:6](=[O:15])[O:7][CH2:8][C:9]2[CH:14]=[CH:13][CH:12]=[CH:11][CH:10]=2)[NH:1][N:2]=1, predict the reactants needed to synthesize it. The reactants are: [NH:1]([C:3](=O)[CH2:4][NH:5][C:6](=[O:15])[O:7][CH2:8][C:9]1[CH:14]=[CH:13][CH:12]=[CH:11][CH:10]=1)[NH2:2].[N:17]1[CH:22]=[CH:21][CH:20]=[CH:19][C:18]=1[C:23](=[NH:27])OCC.C(O)(=O)C. (6) Given the product [Br:1][C:2]1[CH:11]=[C:10]2[C:5]([N:6]=[C:7]([C:13]3[CH:18]=[CH:17][CH:16]=[CH:15][CH:14]=3)[C:8](=[O:12])[NH:9]2)=[C:4]([C:19]([NH:21][CH2:22][C:23]([OH:25])=[O:24])=[O:20])[C:3]=1[OH:28], predict the reactants needed to synthesize it. The reactants are: [Br:1][C:2]1[CH:11]=[C:10]2[C:5]([N:6]=[C:7]([C:13]3[CH:18]=[CH:17][CH:16]=[CH:15][CH:14]=3)[C:8](=[O:12])[NH:9]2)=[C:4]([C:19]([NH:21][CH2:22][C:23]([O:25]CC)=[O:24])=[O:20])[C:3]=1[OH:28].[OH-].[Na+]. (7) Given the product [CH2:37]([O:36][C:34](=[O:35])[C:28]([CH2:27][CH2:26][N:8]1[CH:7]=[N:6][C:5]2[C:9]1=[N:10][C:2]([NH2:1])=[N:3][C:4]=2[S:11][C:12]1[CH:17]=[CH:16][C:15]([CH3:18])=[CH:14][CH:13]=1)([C:39]([O:41][CH2:42][CH3:43])=[O:40])[C:29]([O:31][CH2:32][CH3:33])=[O:30])[CH3:38], predict the reactants needed to synthesize it. The reactants are: [NH2:1][C:2]1[N:10]=[C:9]2[C:5]([NH:6][CH:7]=[N:8]2)=[C:4]([S:11][C:12]2[CH:17]=[CH:16][C:15]([CH3:18])=[CH:14][CH:13]=2)[N:3]=1.C([O-])([O-])=O.[K+].[K+].Br[CH2:26][CH2:27][C:28]([C:39]([O:41][CH2:42][CH3:43])=[O:40])([C:34]([O:36][CH2:37][CH3:38])=[O:35])[C:29]([O:31][CH2:32][CH3:33])=[O:30].CS(C)=O. (8) The reactants are: [CH3:1][C:2]1[C:7]([C:8]2[C:9]([CH3:29])=[C:10]([CH:26]=[CH:27][CH:28]=2)[CH2:11][NH:12][C:13]2[CH:25]=[CH:24][C:16]3[C@H:17]([CH2:20][C:21]([OH:23])=[O:22])[CH2:18][O:19][C:15]=3[CH:14]=2)=[C:6]([CH3:30])[N:5]=[C:4]([N:31]2[CH2:36][CH2:35][O:34][CH2:33][CH2:32]2)[N:3]=1.[NH2:37][C:38]([CH2:43][OH:44])([CH2:41][OH:42])[CH2:39][OH:40]. Given the product [CH3:30][C:6]1[C:7]([C:8]2[C:9]([CH3:29])=[C:10]([CH:26]=[CH:27][CH:28]=2)[CH2:11][NH:12][C:13]2[CH:25]=[CH:24][C:16]3[C@H:17]([CH2:20][C:21]([O-:23])=[O:22])[CH2:18][O:19][C:15]=3[CH:14]=2)=[C:2]([CH3:1])[N:3]=[C:4]([N:31]2[CH2:36][CH2:35][O:34][CH2:33][CH2:32]2)[N:5]=1.[OH:40][CH2:39][C:38]([CH2:43][OH:44])([NH3+:37])[CH2:41][OH:42], predict the reactants needed to synthesize it.